This data is from Full USPTO retrosynthesis dataset with 1.9M reactions from patents (1976-2016). The task is: Predict the reactants needed to synthesize the given product. (1) Given the product [OH:24][NH:23][C:1](=[NH:2])[C:3]1[CH:20]=[CH:19][C:6]2[CH2:7][CH2:8][N:9]([C:12]([O:14][C:15]([CH3:17])([CH3:18])[CH3:16])=[O:13])[CH2:10][CH2:11][C:5]=2[C:4]=1[CH3:21], predict the reactants needed to synthesize it. The reactants are: [C:1]([C:3]1[CH:20]=[CH:19][C:6]2[CH2:7][CH2:8][N:9]([C:12]([O:14][C:15]([CH3:18])([CH3:17])[CH3:16])=[O:13])[CH2:10][CH2:11][C:5]=2[C:4]=1[CH3:21])#[N:2].Cl.[NH2:23][OH:24].C(=O)([O-])O.[Na+]. (2) Given the product [NH:2]1[C:30]2[C:26](=[CH:25][CH:24]=[C:23]([CH:13]([C:14]3[C:22]4[C:17](=[CH:18][CH:19]=[CH:20][CH:21]=4)[NH:16][CH:15]=3)[CH2:12][C:11]([NH:33][CH3:4])=[O:10])[CH:31]=2)[CH:27]=[CH:1]1, predict the reactants needed to synthesize it. The reactants are: [CH3:1][NH2:2].Cl.[CH3:4][Al](C)C.C([O:10][C:11](=O)[CH2:12][CH:13]([C:23]1[CH:31]=[C:30]2[C:26]([CH:27]=CN2)=[CH:25][CH:24]=1)[C:14]1[C:22]2[C:17](=[CH:18][CH:19]=[CH:20][CH:21]=2)[NH:16][CH:15]=1)C.[NH4+:33].[Cl-]. (3) Given the product [Cl:1][C:2]1[C:7]([C:8]#[N:9])=[C:6]([CH:10]2[O:14][C:13](=[O:15])[NH:12][CH2:11]2)[C:5]([O:16][CH2:17][CH3:18])=[C:4]([CH:19]([Cl:29])[CH3:20])[CH:3]=1, predict the reactants needed to synthesize it. The reactants are: [Cl:1][C:2]1[C:7]([C:8]#[N:9])=[C:6]([CH:10]2[O:14][C:13](=[O:15])[NH:12][CH2:11]2)[C:5]([O:16][CH2:17][CH3:18])=[C:4]([CH:19](O)[CH3:20])[CH:3]=1.CN(C)C=O.S(Cl)([Cl:29])=O. (4) Given the product [Cl:1][C:2]1[CH:11]=[CH:10][C:9]([NH:12][S:19]([C:13]2[CH:18]=[CH:17][CH:16]=[CH:15][CH:14]=2)(=[O:21])=[O:20])=[C:8]2[C:3]=1[CH:4]=[CH:5][CH:6]=[N:7]2, predict the reactants needed to synthesize it. The reactants are: [Cl:1][C:2]1[CH:11]=[CH:10][C:9]([NH2:12])=[C:8]2[C:3]=1[CH:4]=[CH:5][CH:6]=[N:7]2.[C:13]1([S:19](Cl)(=[O:21])=[O:20])[CH:18]=[CH:17][CH:16]=[CH:15][CH:14]=1. (5) Given the product [OH:13][CH2:12][C:11]1[CH:10]=[C:9]([CH:18]=[CH:17][CH:16]=1)[CH2:8][O:7][C:6]1[CH:19]=[CH:20][C:3]([C:1]#[N:2])=[CH:4][CH:5]=1, predict the reactants needed to synthesize it. The reactants are: [C:1]([C:3]1[CH:20]=[CH:19][C:6]([O:7][CH2:8][C:9]2[CH:10]=[C:11]([CH:16]=[CH:17][CH:18]=2)[C:12](OC)=[O:13])=[CH:5][CH:4]=1)#[N:2].B([O-])=O.[Na+].[OH-].[Na+].